Binary Classification. Given a drug SMILES string, predict its activity (active/inactive) in a high-throughput screening assay against a specified biological target. From a dataset of Choline transporter screen with 302,306 compounds. (1) The drug is Clc1ccc(S(=O)(=O)NCc2ccc(N3CCN(CC3)C)cc2)cc1. The result is 0 (inactive). (2) The molecule is o1c2c(c(c(c1=O)C)C)ccc(OCC(=O)Nc1ncccc1)c2C. The result is 0 (inactive). (3) The compound is S1C2N(C(=O)C2NC(=O)/C(=N/OC)c2nc(sc2)N)C(=C(C1)COC(=O)C)C([O-])=O. The result is 0 (inactive). (4) The drug is O(\N=C(/N)c1cccnc1)C(=O)/C=C\c1ccccc1. The result is 0 (inactive).